The task is: Predict the reactants needed to synthesize the given product.. This data is from Full USPTO retrosynthesis dataset with 1.9M reactions from patents (1976-2016). (1) Given the product [CH3:11][N:12]([C:5]1[N:4]=[N:3][C:2]([Cl:1])=[CH:7][CH:6]=1)[CH3:13], predict the reactants needed to synthesize it. The reactants are: [Cl:1][C:2]1[N:3]=[N:4][C:5](Cl)=[CH:6][CH:7]=1.CO.[CH3:11][NH:12][CH3:13]. (2) Given the product [Br:1][C:2]1[CH:7]=[CH:6][C:5]([NH:16][CH2:15][CH:12]2[CH2:14][CH2:13]2)=[C:4]([N+:9]([O-:11])=[O:10])[CH:3]=1, predict the reactants needed to synthesize it. The reactants are: [Br:1][C:2]1[CH:7]=[CH:6][C:5](F)=[C:4]([N+:9]([O-:11])=[O:10])[CH:3]=1.[CH:12]1([CH2:15][NH2:16])[CH2:14][CH2:13]1.CCN(C(C)C)C(C)C. (3) Given the product [CH2:1]([O:3][C:4]([C:6]1[C:7](=[N:33][OH:34])[C:8]2[C:13]([C:14]=1[C:15]1[CH:20]=[CH:19][CH:18]=[CH:17][CH:16]=1)=[CH:12][CH:11]=[C:10]([O:21][CH2:22][CH2:23][CH2:24][C:25]1[CH:30]=[CH:29][CH:28]=[CH:27][CH:26]=1)[CH:9]=2)=[O:5])[CH3:2], predict the reactants needed to synthesize it. The reactants are: [CH2:1]([O:3][C:4]([C:6]1[C:7](=O)[C:8]2[C:13]([C:14]=1[C:15]1[CH:20]=[CH:19][CH:18]=[CH:17][CH:16]=1)=[CH:12][CH:11]=[C:10]([O:21][CH2:22][CH2:23][CH2:24][C:25]1[CH:30]=[CH:29][CH:28]=[CH:27][CH:26]=1)[CH:9]=2)=[O:5])[CH3:2].Cl.[NH2:33][OH:34].N1C=CC=CC=1.